Dataset: Reaction yield outcomes from USPTO patents with 853,638 reactions. Task: Predict the reaction yield, written as a fraction of the theoretical maximum amount of product (1.0 means a 100% yield; for example, 0.34 means a 34% yield). The reactants are [CH3:1][C@:2]12[C@H:60]3[CH2:61][C@H:58]([C:59]3([CH3:63])[CH3:62])[CH2:57][C@H:3]1[O:4][B:5]([C@@H:7]([NH:10][C:11]([C@H:13]1[N:17]3[C:18](=[O:44])[C:19]([N:22](C(OCC4C=CC=CC=4)=O)[CH2:23][C:24]4[CH:29]=[CH:28][CH:27]=[C:26]([C:30]([F:33])([F:32])[F:31])[CH:25]=4)=[CH:20][N:21]=[C:16]3[C@@:15]([CH2:46][C:47]([O:49]CC3C=CC=CC=3)=[O:48])([CH3:45])[CH2:14]1)=[O:12])[CH2:8][CH3:9])[O:6]2. The catalyst is CO.[Pd]. The product is [CH3:1][C@:2]12[C@H:60]3[CH2:61][C@H:58]([C:59]3([CH3:62])[CH3:63])[CH2:57][C@H:3]1[O:4][B:5]([C@@H:7]([NH:10][C:11]([C@H:13]1[N:17]3[C:18](=[O:44])[C:19]([NH:22][CH2:23][C:24]4[CH:29]=[CH:28][CH:27]=[C:26]([C:30]([F:32])([F:31])[F:33])[CH:25]=4)=[CH:20][N:21]=[C:16]3[C@@:15]([CH2:46][C:47]([OH:49])=[O:48])([CH3:45])[CH2:14]1)=[O:12])[CH2:8][CH3:9])[O:6]2. The yield is 1.00.